Dataset: Full USPTO retrosynthesis dataset with 1.9M reactions from patents (1976-2016). Task: Predict the reactants needed to synthesize the given product. The reactants are: [Cl:1][C:2]1[CH:7]=[CH:6][C:5](I)=[CH:4][CH:3]=1.C(=O)([O-])[O-].[Cs+].[Cs+].[CH3:15][C:16]1[NH:17][CH:18]=[CH:19][N:20]=1.[C@@H]1(N)CCCC[C@H]1N. Given the product [Cl:1][C:2]1[CH:7]=[CH:6][C:5]([N:17]2[CH:18]=[CH:19][N:20]=[C:16]2[CH3:15])=[CH:4][CH:3]=1, predict the reactants needed to synthesize it.